Dataset: Catalyst prediction with 721,799 reactions and 888 catalyst types from USPTO. Task: Predict which catalyst facilitates the given reaction. (1) Reactant: Cl.[NH2:2][CH:3]([C:10]1[CH:15]=[CH:14][CH:13]=[C:12]([O:16][CH3:17])[CH:11]=1)[CH2:4][C:5]([O:7][CH2:8][CH3:9])=[O:6].[C:18]1([S:24](Cl)(=[O:26])=[O:25])[CH:23]=[CH:22][CH:21]=[CH:20][CH:19]=1. Product: [C:18]1([S:24]([NH:2][CH:3]([C:10]2[CH:15]=[CH:14][CH:13]=[C:12]([O:16][CH3:17])[CH:11]=2)[CH2:4][C:5]([O:7][CH2:8][CH3:9])=[O:6])(=[O:26])=[O:25])[CH:23]=[CH:22][CH:21]=[CH:20][CH:19]=1. The catalyst class is: 66. (2) Reactant: [N:1]1[CH:6]=[CH:5][CH:4]=[CH:3][C:2]=1[C:7]1[CH:8]=[C:9]([CH2:13][C:14](Cl)=[N:15][OH:16])[CH:10]=[CH:11][CH:12]=1.O1CCCC1.[C:23]([C:25]1[C:26]([NH2:31])=[N:27][CH:28]=[CH:29][CH:30]=1)#[CH:24].C(N(CC)CC)C. Product: [N:1]1[CH:6]=[CH:5][CH:4]=[CH:3][C:2]=1[C:7]1[CH:8]=[C:9]([CH:10]=[CH:11][CH:12]=1)[CH2:13][C:14]1[CH:24]=[C:23]([C:25]2[C:26]([NH2:31])=[N:27][CH:28]=[CH:29][CH:30]=2)[O:16][N:15]=1. The catalyst class is: 6. (3) Reactant: Br[C:2]1[CH:7]=[C:6]([O:8][CH3:9])[C:5]([N+:10]([O-:12])=[O:11])=[CH:4][C:3]=1[CH3:13].CC1(C)C2C(=C(P(C3C=CC=CC=3)C3C=CC=CC=3)C=CC=2)OC2C(P(C3C=CC=CC=3)C3C=CC=CC=3)=CC=CC1=2.[N:56]1([C:62]([O:64][C:65]([CH3:68])([CH3:67])[CH3:66])=[O:63])[CH2:61][CH2:60][NH:59][CH2:58][CH2:57]1. Product: [CH3:13][C:3]1[CH:4]=[C:5]([N+:10]([O-:12])=[O:11])[C:6]([O:8][CH3:9])=[CH:7][C:2]=1[N:59]1[CH2:58][CH2:57][N:56]([C:62]([O:64][C:65]([CH3:68])([CH3:67])[CH3:66])=[O:63])[CH2:61][CH2:60]1. The catalyst class is: 12. (4) Reactant: [CH2:1]([O:4][NH:5][C@@H:6]1[C:11]([C:12]([N:14]([CH3:16])[CH3:15])=[O:13])=[CH:10][C@@H:9]([CH2:17][O:18][CH3:19])[NH:8][CH2:7]1)[CH:2]=[CH2:3].CCN(C(C)C)C(C)C.Cl[C:30](Cl)([O:32]C(=O)OC(Cl)(Cl)Cl)Cl. Product: [CH2:1]([O:4][N:5]1[C:30](=[O:32])[N:8]2[CH2:7][C@H:6]1[C:11]([C:12]([N:14]([CH3:16])[CH3:15])=[O:13])=[CH:10][C@H:9]2[CH2:17][O:18][CH3:19])[CH:2]=[CH2:3]. The catalyst class is: 10. (5) Reactant: [NH2:1][C:2]1[CH:7]=[C:6]([O:8][C:9]2[CH:14]=[CH:13][C:12]([N+:15]([O-])=O)=[CH:11][CH:10]=2)[CH:5]=[CH:4][N:3]=1.[Cl:18][CH2:19][CH2:20][CH2:21][C:22](Cl)=[O:23].C(N(CC)CC)C.CN(C)C=O. Product: [Cl:18][CH2:19][CH2:20][CH2:21][C:22]([NH:1][C:2]1[CH:7]=[C:6]([O:8][C:9]2[CH:14]=[CH:13][C:12]([NH2:15])=[CH:11][CH:10]=2)[CH:5]=[CH:4][N:3]=1)=[O:23]. The catalyst class is: 7. (6) Reactant: [OH:1][N:2]=[C:3]([C:5]1[CH:6]=[CH:7][C:8]([CH3:23])=[C:9]([NH:11][C:12]([C:14]2[N:18]3[CH:19]=[CH:20][CH:21]=[CH:22][C:17]3=[N:16][CH:15]=2)=[O:13])[CH:10]=1)[NH2:4].[C:24]1(=O)[O:29][C:27](=[O:28])[CH2:26][CH2:25]1. Product: [N:16]1[CH:15]=[C:14]([C:12]([NH:11][C:9]2[CH:10]=[C:5]([C:3]3[N:4]=[C:24]([CH2:25][CH2:26][C:27]([OH:29])=[O:28])[O:1][N:2]=3)[CH:6]=[CH:7][C:8]=2[CH3:23])=[O:13])[N:18]2[CH:19]=[CH:20][CH:21]=[CH:22][C:17]=12. The catalyst class is: 37. (7) Reactant: ClC1C=C(C=CC=1)C(OO)=O.[CH2:12]([O:14][CH2:15][C:16]1[N:17]([CH2:35][C:36]([OH:39])([CH3:38])[CH3:37])[C:18]2[C:27]3[CH:26]=[C:25]([NH:28][C:29](=[O:33])[CH:30]([CH3:32])[CH3:31])[CH:24]=[CH:23][C:22]=3[N:21]=[CH:20][C:19]=2[N:34]=1)[CH3:13].[OH-].[NH4+:41].C1(C)C=CC(S(Cl)(=O)=O)=CC=1. Product: [NH2:41][C:20]1[C:19]2[N:34]=[C:16]([CH2:15][O:14][CH2:12][CH3:13])[N:17]([CH2:35][C:36]([OH:39])([CH3:37])[CH3:38])[C:18]=2[C:27]2[CH:26]=[C:25]([NH:28][C:29](=[O:33])[CH:30]([CH3:31])[CH3:32])[CH:24]=[CH:23][C:22]=2[N:21]=1. The catalyst class is: 22.